Task: Regression. Given two drug SMILES strings and cell line genomic features, predict the synergy score measuring deviation from expected non-interaction effect.. Dataset: NCI-60 drug combinations with 297,098 pairs across 59 cell lines (1) Drug 1: C1CCC(C(C1)N)N.C(=O)(C(=O)[O-])[O-].[Pt+4]. Drug 2: C1CN(P(=O)(OC1)NCCCl)CCCl. Cell line: IGROV1. Synergy scores: CSS=-8.93, Synergy_ZIP=-27.5, Synergy_Bliss=-61.0, Synergy_Loewe=-62.6, Synergy_HSA=-62.1. (2) Drug 1: C1CNP(=O)(OC1)N(CCCl)CCCl. Drug 2: CC1C(C(CC(O1)OC2CC(CC3=C2C(=C4C(=C3O)C(=O)C5=CC=CC=C5C4=O)O)(C(=O)C)O)N)O. Cell line: BT-549. Synergy scores: CSS=37.9, Synergy_ZIP=4.84, Synergy_Bliss=2.89, Synergy_Loewe=-57.0, Synergy_HSA=2.76. (3) Drug 1: CC1=C(C=C(C=C1)C(=O)NC2=CC(=CC(=C2)C(F)(F)F)N3C=C(N=C3)C)NC4=NC=CC(=N4)C5=CN=CC=C5. Drug 2: CC1C(C(CC(O1)OC2CC(CC3=C2C(=C4C(=C3O)C(=O)C5=CC=CC=C5C4=O)O)(C(=O)C)O)N)O. Cell line: SNB-19. Synergy scores: CSS=29.4, Synergy_ZIP=3.37, Synergy_Bliss=-4.27, Synergy_Loewe=-34.1, Synergy_HSA=-6.52. (4) Drug 1: CS(=O)(=O)C1=CC(=C(C=C1)C(=O)NC2=CC(=C(C=C2)Cl)C3=CC=CC=N3)Cl. Drug 2: C1C(C(OC1N2C=NC(=NC2=O)N)CO)O. Cell line: SF-268. Synergy scores: CSS=3.78, Synergy_ZIP=2.71, Synergy_Bliss=4.60, Synergy_Loewe=-3.23, Synergy_HSA=-0.860.